Task: Regression. Given a peptide amino acid sequence and an MHC pseudo amino acid sequence, predict their binding affinity value. This is MHC class I binding data.. Dataset: Peptide-MHC class I binding affinity with 185,985 pairs from IEDB/IMGT (1) The peptide sequence is ETSPGEIKPK. The MHC is HLA-A33:01 with pseudo-sequence HLA-A33:01. The binding affinity (normalized) is 0. (2) The peptide sequence is VYERQPCWY. The MHC is HLA-A26:01 with pseudo-sequence HLA-A26:01. The binding affinity (normalized) is 0.0847. (3) The peptide sequence is STVLFGLSY. The MHC is HLA-A30:02 with pseudo-sequence HLA-A30:02. The binding affinity (normalized) is 0.181.